This data is from Catalyst prediction with 721,799 reactions and 888 catalyst types from USPTO. The task is: Predict which catalyst facilitates the given reaction. (1) Product: [NH2:34][CH2:33][CH2:32][CH2:31][O:30][CH2:29][CH2:28][O:27][CH2:26][CH2:25][O:24][CH2:23][CH2:22][CH2:21][NH:20][C:17]1[CH:16]=[CH:15][C:14]([C:12]([C:11]2[CH:42]=[CH:43][C:8]([O:7][CH2:6][CH2:5][CH2:4][NH:3][C:2](=[O:1])[CH2:44][CH2:45][O:46][CH2:47][CH2:48][O:49][CH2:50][CH2:51][O:52][CH2:53][CH2:54][O:55][CH2:56][CH2:57][NH:58][C:59](=[O:73])[CH2:60][CH2:61][CH2:62][CH2:63][CH:64]3[CH:71]4[CH:67]([NH:68][C:69](=[O:72])[NH:70]4)[CH2:66][S:65]3)=[CH:9][CH:10]=2)=[O:13])=[CH:19][CH:18]=1. Reactant: [O:1]=[C:2]([CH2:44][CH2:45][O:46][CH2:47][CH2:48][O:49][CH2:50][CH2:51][O:52][CH2:53][CH2:54][O:55][CH2:56][CH2:57][NH:58][C:59](=[O:73])[CH2:60][CH2:61][CH2:62][CH2:63][CH:64]1[CH:71]2[CH:67]([NH:68][C:69](=[O:72])[NH:70]2)[CH2:66][S:65]1)[NH:3][CH2:4][CH2:5][CH2:6][O:7][C:8]1[CH:43]=[CH:42][C:11]([C:12]([C:14]2[CH:19]=[CH:18][C:17]([NH:20][CH2:21][CH2:22][CH2:23][O:24][CH2:25][CH2:26][O:27][CH2:28][CH2:29][O:30][CH2:31][CH2:32][CH2:33][NH:34]C(=O)OC(C)(C)C)=[CH:16][CH:15]=2)=[O:13])=[CH:10][CH:9]=1. The catalyst class is: 157. (2) Reactant: C(OC(=O)[NH:7][C:8]1[CH:13]=[CH:12][C:11]([C:14]#[C:15][C:16]2[CH:21]=[CH:20][C:19]([Cl:22])=[CH:18][CH:17]=2)=[CH:10][C:9]=1[NH2:23])(C)(C)C.CC1(C)O[C:30]([C:32]2[CH:33]=[C:34]([CH:37]=[CH:38][CH:39]=2)[C:35]#[N:36])=[CH:29][C:28](=[O:40])O1.C(O)(C(F)(F)F)=O. Product: [Cl:22][C:19]1[CH:18]=[CH:17][C:16]([C:15]#[C:14][C:11]2[CH:12]=[CH:13][C:8]3[N:7]=[C:30]([C:32]4[CH:33]=[C:34]([CH:37]=[CH:38][CH:39]=4)[C:35]#[N:36])[CH2:29][C:28](=[O:40])[NH:23][C:9]=3[CH:10]=2)=[CH:21][CH:20]=1. The catalyst class is: 2. (3) The catalyst class is: 148. Reactant: F[C:2]1[CH:3]=[C:4]([CH:9]=[CH:10][C:11]=1[N+:12]([O-:14])=[O:13])[C:5]([O:7][CH3:8])=[O:6].[CH3:15][O:16][C:17]1[CH:22]=[CH:21][C:20]([NH2:23])=[CH:19][CH:18]=1. Product: [CH3:15][O:16][C:17]1[CH:22]=[CH:21][C:20]([NH:23][C:2]2[CH:3]=[C:4]([CH:9]=[CH:10][C:11]=2[N+:12]([O-:14])=[O:13])[C:5]([O:7][CH3:8])=[O:6])=[CH:19][CH:18]=1. (4) Reactant: [Br:1][C:2]1[CH:3]=[C:4]2[C:9](=[CH:10][CH:11]=1)[N:8]=[N:7][C:6]([N+:12]([O-:14])=[O:13])=[C:5]2Cl.[NH2:16][C:17]1[CH:22]=[CH:21][C:20]([C:23]([CH3:27])([CH3:26])[C:24]#[N:25])=[CH:19][CH:18]=1.C([O-])([O-])=O.[K+].[K+]. Product: [Br:1][C:2]1[CH:3]=[C:4]2[C:9](=[CH:10][CH:11]=1)[N:8]=[N:7][C:6]([N+:12]([O-:14])=[O:13])=[C:5]2[NH:16][C:17]1[CH:18]=[CH:19][C:20]([C:23]([CH3:27])([CH3:26])[C:24]#[N:25])=[CH:21][CH:22]=1. The catalyst class is: 23. (5) Reactant: [CH3:1][O:2][C:3]1[CH:4]=[C:5]2[C:10](=[CH:11][C:12]=1[O:13][CH3:14])[N:9]=[CH:8][CH:7]=[C:6]2[O:15][C:16]1[CH:22]=[CH:21][C:19]([NH2:20])=[C:18]([CH3:23])[C:17]=1[CH3:24].C(N(CC)CC)C.ClC(Cl)(O[C:36](=[O:42])OC(Cl)(Cl)Cl)Cl.[CH2:44]([N:46]([C:50]1[CH:55]=[CH:54][CH:53]=[C:52]([CH3:56])[CH:51]=1)[CH2:47][CH2:48][NH2:49])[CH3:45]. The catalyst class is: 146. Product: [CH3:1][O:2][C:3]1[CH:4]=[C:5]2[C:10](=[CH:11][C:12]=1[O:13][CH3:14])[N:9]=[CH:8][CH:7]=[C:6]2[O:15][C:16]1[CH:22]=[CH:21][C:19]([NH:20][C:36]([NH:49][CH2:48][CH2:47][N:46]([CH2:44][CH3:45])[C:50]2[CH:55]=[CH:54][CH:53]=[C:52]([CH3:56])[CH:51]=2)=[O:42])=[C:18]([CH3:23])[C:17]=1[CH3:24]. (6) Reactant: Br[CH:2]([C:16]1[CH:21]=[CH:20][CH:19]=[CH:18][C:17]=1[F:22])[C:3]([C:5]1[CH:6]=[CH:7][C:8]2[O:13][CH2:12][C:11](=[O:14])[NH:10][C:9]=2[CH:15]=1)=O.[NH2:23][N:24]1[CH:28]=[C:27]([CH3:29])[N:26]=[C:25]1[SH:30].C(O)C. Product: [F:22][C:17]1[CH:18]=[CH:19][CH:20]=[CH:21][C:16]=1[CH:2]1[S:30][C:25]2=[N:26][C:27]([CH3:29])=[CH:28][N:24]2[N:23]=[C:3]1[C:5]1[CH:6]=[CH:7][C:8]2[O:13][CH2:12][C:11](=[O:14])[NH:10][C:9]=2[CH:15]=1. The catalyst class is: 11. (7) Reactant: Cl[C:2]1[C:11]([CH:12]=[O:13])=[CH:10][C:9]2[C:4](=[C:5]([O:14][CH3:15])[CH:6]=[CH:7][CH:8]=2)[N:3]=1.[F:16][C:17]1[CH:18]=[C:19](B(O)O)[CH:20]=[CH:21][CH:22]=1.C(O)(O)=O. Product: [F:16][C:17]1[CH:22]=[C:21]([C:2]2[C:11]([CH:12]=[O:13])=[CH:10][C:9]3[C:4](=[C:5]([O:14][CH3:15])[CH:6]=[CH:7][CH:8]=3)[N:3]=2)[CH:20]=[CH:19][CH:18]=1. The catalyst class is: 144.